From a dataset of Forward reaction prediction with 1.9M reactions from USPTO patents (1976-2016). Predict the product of the given reaction. (1) Given the reactants [F:1][CH2:2][C@@H:3]1[C@@H:7]([C:8]2[CH:13]=[CH:12][C:11]([C:14]3[O:18][N:17]=[C:16]([CH2:19][OH:20])[CH:15]=3)=[CH:10][CH:9]=2)[O:6][C:5]([CH3:22])([CH3:21])[N:4]1[C:23]([O:25][C:26]([CH3:29])([CH3:28])[CH3:27])=[O:24].[CH3:30][S:31](Cl)(=[O:33])=[O:32].C(N(C(C)C)CC)(C)C, predict the reaction product. The product is: [F:1][CH2:2][C@@H:3]1[C@@H:7]([C:8]2[CH:13]=[CH:12][C:11]([C:14]3[O:18][N:17]=[C:16]([CH2:19][O:20][S:31]([CH3:30])(=[O:33])=[O:32])[CH:15]=3)=[CH:10][CH:9]=2)[O:6][C:5]([CH3:22])([CH3:21])[N:4]1[C:23]([O:25][C:26]([CH3:29])([CH3:28])[CH3:27])=[O:24]. (2) Given the reactants COC1C=C(OC)C=CC=1C[NH:6][C:7]1[CH:8]=[CH:9][C:10]2[N:11]([C:13]([CH2:20][N:21]3[CH2:25][CH:24]([CH2:26][CH2:27][CH3:28])[CH2:23][C:22]3=[O:29])=[C:14]([C:16]([F:19])([F:18])[F:17])[N:15]=2)[N:12]=1, predict the reaction product. The product is: [NH2:6][C:7]1[CH:8]=[CH:9][C:10]2[N:11]([C:13]([CH2:20][N:21]3[CH2:25][CH:24]([CH2:26][CH2:27][CH3:28])[CH2:23][C:22]3=[O:29])=[C:14]([C:16]([F:18])([F:17])[F:19])[N:15]=2)[N:12]=1. (3) Given the reactants [F:1][C:2]1[C:3]([F:14])=[CH:4][C:5]2[S:9][C:8](S(C)=O)=[N:7][C:6]=2[CH:13]=1.[NH2:15][C@@H:16]1[CH2:20][CH2:19][N:18]([C:21]([C:23]2[CH:28]=[C:27]([CH3:29])[CH:26]=[CH:25][C:24]=2[C:30]([F:33])([F:32])[F:31])=[O:22])[CH2:17]1.C([O-])(O)=O.[Na+], predict the reaction product. The product is: [F:1][C:2]1[C:3]([F:14])=[CH:4][C:5]2[S:9][C:8]([NH:15][C@@H:16]3[CH2:20][CH2:19][N:18]([C:21]([C:23]4[CH:28]=[C:27]([CH3:29])[CH:26]=[CH:25][C:24]=4[C:30]([F:33])([F:31])[F:32])=[O:22])[CH2:17]3)=[N:7][C:6]=2[CH:13]=1. (4) Given the reactants Br[C:2]1[CH:3]=[CH:4][C:5]([F:35])=[C:6]([C:8]2([S:22]([C:25]3[CH:26]=[N:27][C:28]([C:31]([F:34])([F:33])[F:32])=[CH:29][CH:30]=3)(=[O:24])=[O:23])[CH2:13][CH2:12][CH:11]([NH:14][S:15]([C:18]([F:21])([F:20])[F:19])(=[O:17])=[O:16])[CH2:10][CH2:9]2)[CH:7]=1.[Cu](C#N)[C:37]#[N:38].CN(C)C=O, predict the reaction product. The product is: [C:37]([C:2]1[CH:3]=[CH:4][C:5]([F:35])=[C:6]([C:8]2([S:22]([C:25]3[CH:26]=[N:27][C:28]([C:31]([F:33])([F:34])[F:32])=[CH:29][CH:30]=3)(=[O:24])=[O:23])[CH2:13][CH2:12][CH:11]([NH:14][S:15]([C:18]([F:20])([F:19])[F:21])(=[O:17])=[O:16])[CH2:10][CH2:9]2)[CH:7]=1)#[N:38]. (5) Given the reactants [OH:1][CH:2]1[CH2:6][CH2:5][N:4]([C:7]2[CH:8]=[C:9]3[C:13](=[CH:14][CH:15]=2)[C:12]2([C:19](=[O:20])[NH:18][C:17](=[O:21])[NH:16]2)[CH2:11][CH2:10]3)[CH2:3]1.C([O-])([O-])=O.[K+].[K+].Br[CH2:29][C:30]([O:32][C:33]([CH3:36])([CH3:35])[CH3:34])=[O:31], predict the reaction product. The product is: [OH:1][CH:2]1[CH2:6][CH2:5][N:4]([C:7]2[CH:8]=[C:9]3[C:13](=[CH:14][CH:15]=2)[C:12]2([C:19](=[O:20])[N:18]([CH2:29][C:30]([O:32][C:33]([CH3:36])([CH3:35])[CH3:34])=[O:31])[C:17](=[O:21])[NH:16]2)[CH2:11][CH2:10]3)[CH2:3]1. (6) Given the reactants [N+:1]([C:4]1[CH:8]=[CH:7][NH:6][N:5]=1)([O-:3])=[O:2].I[C:10]1[CH:15]=[CH:14][CH:13]=[C:12]([C:16]([F:19])([F:18])[F:17])[CH:11]=1.C(=O)([O-])[O-].[K+].[K+].N1CCC[C@H]1C(O)=O, predict the reaction product. The product is: [N+:1]([C:4]1[CH:8]=[CH:7][N:6]([C:10]2[CH:15]=[CH:14][CH:13]=[C:12]([C:16]([F:19])([F:18])[F:17])[CH:11]=2)[N:5]=1)([O-:3])=[O:2].